Dataset: Full USPTO retrosynthesis dataset with 1.9M reactions from patents (1976-2016). Task: Predict the reactants needed to synthesize the given product. (1) Given the product [ClH:1].[N+:18]([C:5]1[C:6]([NH:8][C:9]2[CH:17]=[CH:16][CH:15]=[CH:14][C:10]=2[C:11]([NH2:13])=[O:12])=[N:7][C:2]([NH:26][C:25]2[CH:27]=[C:28]([O:32][CH3:33])[C:29]([O:30][CH3:31])=[C:23]([O:22][CH3:21])[CH:24]=2)=[N:3][CH:4]=1)([O-:20])=[O:19], predict the reactants needed to synthesize it. The reactants are: [Cl:1][C:2]1[N:7]=[C:6]([NH:8][C:9]2[CH:17]=[CH:16][CH:15]=[CH:14][C:10]=2[C:11]([NH2:13])=[O:12])[C:5]([N+:18]([O-:20])=[O:19])=[CH:4][N:3]=1.[CH3:21][O:22][C:23]1[CH:24]=[C:25]([CH:27]=[C:28]([O:32][CH3:33])[C:29]=1[O:30][CH3:31])[NH2:26].Cl.C(OCC)C. (2) Given the product [CH3:2][O:3][C:4]([C:6]1[NH:7][CH:8]=[C:9]([F:11])[CH:10]=1)=[O:5], predict the reactants needed to synthesize it. The reactants are: [Na].[CH3:2][O:3][C:4]([C@@H:6]1[CH2:10][C:9](F)([F:11])[CH2:8][N:7]1S(C1C=CC(C)=CC=1)(=O)=O)=[O:5].